Dataset: Catalyst prediction with 721,799 reactions and 888 catalyst types from USPTO. Task: Predict which catalyst facilitates the given reaction. (1) Reactant: [CH2:1]([O:3][C:4](=[O:41])[CH2:5][N:6]1[CH2:11][CH2:10][N:9]([C:12]2[CH:17]=[C:16]([N:18](C(OC(C)(C)C)=O)[CH2:19][CH2:20][C:21]3[CH:26]=[CH:25][C:24]([O:27][C:28]([F:31])([F:30])[F:29])=[CH:23][CH:22]=3)[N:15]=[C:14]([O:39][CH3:40])[N:13]=2)[CH2:8][CH2:7]1)[CH3:2].[ClH:42]. Product: [ClH:42].[CH2:1]([O:3][C:4](=[O:41])[CH2:5][N:6]1[CH2:11][CH2:10][N:9]([C:12]2[CH:17]=[C:16]([NH:18][CH2:19][CH2:20][C:21]3[CH:26]=[CH:25][C:24]([O:27][C:28]([F:31])([F:29])[F:30])=[CH:23][CH:22]=3)[N:15]=[C:14]([O:39][CH3:40])[N:13]=2)[CH2:8][CH2:7]1)[CH3:2]. The catalyst class is: 12. (2) Reactant: [NH4+:1].Br[CH2:3][C:4]1[CH:9]=[C:8]([Cl:10])[CH:7]=[C:6]([Cl:11])[C:5]=1[S:12]([CH2:15][CH3:16])(=[O:14])=[O:13].C1COCC1. Product: [Cl:11][C:6]1[C:5]([S:12]([CH2:15][CH3:16])(=[O:14])=[O:13])=[C:4]([CH2:3][NH2:1])[CH:9]=[C:8]([Cl:10])[CH:7]=1. The catalyst class is: 14. (3) Product: [Cl:39][C:34]1[CH:35]=[CH:36][CH:37]=[CH:38][C:33]=1[CH2:32][C@H:2]([NH:1][C:63]([C:60]1[C:56]2[N:57]=[CH:58][N:59]=[C:54]([C:46]3[C:47]4[O:51][CH2:50][O:49][C:48]=4[CH:52]=[CH:53][C:45]=3[O:44][CH2:43][CH:40]3[CH2:42][CH2:41]3)[C:55]=2[NH:62][CH:61]=1)=[O:64])[C:3]([N:5]1[CH2:6][CH2:7][CH:8]([N:11]2[N:20]=[C:19]([C:21]3[CH:26]=[CH:25][C:24]([O:27][CH3:28])=[C:23]([O:29][CH3:30])[CH:22]=3)[C@@H:18]3[C@@H:13]([CH2:14][CH2:15][CH2:16][CH2:17]3)[C:12]2=[O:31])[CH2:9][CH2:10]1)=[O:4]. The catalyst class is: 2. Reactant: [NH2:1][C@@H:2]([CH2:32][C:33]1[CH:38]=[CH:37][CH:36]=[CH:35][C:34]=1[Cl:39])[C:3]([N:5]1[CH2:10][CH2:9][CH:8]([N:11]2[N:20]=[C:19]([C:21]3[CH:26]=[CH:25][C:24]([O:27][CH3:28])=[C:23]([O:29][CH3:30])[CH:22]=3)[C@@H:18]3[C@@H:13]([CH2:14][CH2:15][CH2:16][CH2:17]3)[C:12]2=[O:31])[CH2:7][CH2:6]1)=[O:4].[CH:40]1([CH2:43][O:44][C:45]2[CH:53]=[CH:52][C:48]3[O:49][CH2:50][O:51][C:47]=3[C:46]=2[C:54]2[C:55]3[NH:62][CH:61]=[C:60]([C:63](O)=[O:64])[C:56]=3[N:57]=[CH:58][N:59]=2)[CH2:42][CH2:41]1.CN(C(ON1N=NC2C=CC=CC1=2)=[N+](C)C)C.F[P-](F)(F)(F)(F)F.CCN(C(C)C)C(C)C.C(=O)(O)[O-].[Na+]. (4) Reactant: Cl.[NH2:2][OH:3].[CH:4]1[C:17]2[CH:16]=[CH:15][C:14]3[C:9](=[CH:10][CH:11]=[CH:12][CH:13]=3)[C:8]=2[CH:7]=[CH:6][C:5]=1[C:18]1[N:22]([C:23]2[CH:30]=[CH:29][C:26]([C:27]#[N:28])=[CH:25][CH:24]=2)[N:21]=[C:20]([C:31]([F:34])([F:33])[F:32])[CH:19]=1. Product: [CH:4]1[C:17]2[CH:16]=[CH:15][C:14]3[C:9](=[CH:10][CH:11]=[CH:12][CH:13]=3)[C:8]=2[CH:7]=[CH:6][C:5]=1[C:18]1[N:22]([C:23]2[CH:30]=[CH:29][C:26]([C:27]([NH:2][OH:3])=[NH:28])=[CH:25][CH:24]=2)[N:21]=[C:20]([C:31]([F:34])([F:32])[F:33])[CH:19]=1. The catalyst class is: 5. (5) Reactant: [Br:1][C:2]1[CH:3]=[CH:4][C:5]([O:15][CH2:16][C:17]2[CH:22]=[CH:21][C:20]([O:23][CH3:24])=[CH:19][CH:18]=2)=[C:6]([C:8](=O)[CH2:9][CH2:10][C:11](=O)[CH3:12])[CH:7]=1.[CH2:25]([O:27][C:28](=[O:36])[C:29]1[CH:34]=[C:33]([NH2:35])[CH:32]=[N:31][CH:30]=1)[CH3:26]. Product: [CH3:3][CH2:4][CH2:5][CH:6]([CH3:8])[CH3:7].[CH2:25]([O:27][C:28](=[O:36])[C:29]1[CH:34]=[C:33]([N:35]2[C:11]([CH3:12])=[CH:10][CH:9]=[C:8]2[C:6]2[CH:7]=[C:2]([Br:1])[CH:3]=[CH:4][C:5]=2[O:15][CH2:16][C:17]2[CH:22]=[CH:21][C:20]([O:23][CH3:24])=[CH:19][CH:18]=2)[CH:32]=[N:31][CH:30]=1)[CH3:26]. The catalyst class is: 260. (6) Product: [Br:5][C:6]1[CH:7]=[C:8]2[C:12](=[CH:13][CH:14]=1)[NH:11][CH2:10][CH2:9]2. The catalyst class is: 15. Reactant: [BH3-]C#N.[Na+].[Br:5][C:6]1[CH:7]=[C:8]2[C:12](=[CH:13][CH:14]=1)[NH:11][CH:10]=[CH:9]2. (7) Reactant: [C:1]([NH:8][CH2:9][CH2:10][C:11]([OH:13])=O)([O:3][C:4]([CH3:7])([CH3:6])[CH3:5])=[O:2].[CH3:14][C:15]1([CH3:23])[O:22][C:20](=[O:21])[CH2:19][C:17](=[O:18])[O:16]1.Cl.CN(C)CCCN=C=NCC. The catalyst class is: 119. Product: [C:4]([O:3][C:1](=[O:2])[NH:8][CH2:9][CH2:10][C:11]([CH:19]1[C:20](=[O:21])[O:22][C:15]([CH3:23])([CH3:14])[O:16][C:17]1=[O:18])=[O:13])([CH3:5])([CH3:6])[CH3:7].